This data is from Reaction yield outcomes from USPTO patents with 853,638 reactions. The task is: Predict the reaction yield, written as a fraction of the theoretical maximum amount of product (1.0 means a 100% yield; for example, 0.34 means a 34% yield). (1) The reactants are [C:1]([O:5][C:6]([N:8]1[CH2:13][CH2:12][CH:11]([CH2:14][OH:15])[CH2:10][CH2:9]1)=[O:7])([CH3:4])([CH3:3])[CH3:2].C[N+]1([O-])CCOCC1. The catalyst is C(Cl)Cl.[Ru]([O-])(=O)(=O)=O.C([N+](CCC)(CCC)CCC)CC. The product is [C:1]([O:5][C:6]([N:8]1[CH2:13][CH2:12][CH:11]([CH:14]=[O:15])[CH2:10][CH2:9]1)=[O:7])([CH3:4])([CH3:3])[CH3:2]. The yield is 0.200. (2) The reactants are [CH3:1][O:2][C:3]1[CH:11]=[CH:10][CH:9]=[C:8]2[C:4]=1[CH:5]=[C:6]([CH3:12])[NH:7]2.[H-].[Na+].CCCCCC.[CH2:21](Br)[C:22]1[CH:27]=[CH:26][CH:25]=[CH:24][CH:23]=1. The catalyst is CN(C=O)C.O. The product is [CH3:1][O:2][C:3]1[CH:11]=[CH:10][CH:9]=[C:8]2[C:4]=1[CH:5]=[C:6]([CH3:12])[N:7]2[CH2:21][C:22]1[CH:27]=[CH:26][CH:25]=[CH:24][CH:23]=1. The yield is 0.840. (3) The reactants are [Cl:1][C:2]1[CH:8]=[C:7]([O:9][C:10]2[C:19]3[C:14](=[CH:15][C:16]([O:22][CH3:23])=[C:17]([O:20][CH3:21])[CH:18]=3)[N:13]=[CH:12][N:11]=2)[CH:6]=[CH:5][C:3]=1[NH2:4].Cl[C:25](Cl)([O:27][C:28](=[O:34])OC(Cl)(Cl)Cl)Cl.[CH:36]1([CH2:42]CO)[CH2:41][CH2:40][CH2:39][CH2:38][CH2:37]1.C(=O)(O)[O-].[Na+]. The catalyst is C(Cl)Cl.C(N(CC)CC)C.C1(C)C=CC=CC=1. The product is [Cl:1][C:2]1[CH:8]=[C:7]([O:9][C:10]2[C:19]3[C:14](=[CH:15][C:16]([O:22][CH3:23])=[C:17]([O:20][CH3:21])[CH:18]=3)[N:13]=[CH:12][N:11]=2)[CH:6]=[CH:5][C:3]=1[NH:4][C:28](=[O:34])[O:27][CH2:25][CH2:42][CH:36]1[CH2:41][CH2:40][CH2:39][CH2:38][CH2:37]1. The yield is 0.670. (4) The reactants are Cl[C:2]1[N:7]=[C:6]([NH:8][C@@H:9]([C:11]2[CH:16]=[CH:15][CH:14]=[CH:13][CH:12]=2)[CH3:10])[CH:5]=[N:4][CH:3]=1.[N:17]1[C:21]2[CH:22]=[CH:23][CH:24]=[CH:25][C:20]=2[NH:19][CH:18]=1. No catalyst specified. The product is [N:17]1([C:2]2[N:7]=[C:6]([NH:8][C@@H:9]([C:11]3[CH:16]=[CH:15][CH:14]=[CH:13][CH:12]=3)[CH3:10])[CH:5]=[N:4][CH:3]=2)[C:21]2[CH:22]=[CH:23][CH:24]=[CH:25][C:20]=2[N:19]=[CH:18]1. The yield is 0.590. (5) The reactants are [NH:1]1[CH2:6][CH2:5][O:4][CH2:3][CH2:2]1.CCN=C=NCCCN(C)C.C1C=CC2N(O)N=NC=2C=1.[NH2:28][C:29]1[CH:37]=[CH:36][C:32]([C:33](O)=[O:34])=[CH:31][N:30]=1. The catalyst is CCO. The product is [NH2:28][C:29]1[N:30]=[CH:31][C:32]([C:33]([N:1]2[CH2:6][CH2:5][O:4][CH2:3][CH2:2]2)=[O:34])=[CH:36][CH:37]=1. The yield is 0.300. (6) The reactants are C1(S([N:10]2[C:14]3=[N:15][CH:16]=[C:17]([CH3:19])[CH:18]=[C:13]3[CH:12]=[C:11]2[C:20]([C:27]2[CH:32]=[CH:31][C:30]([S:33]([CH3:36])(=[O:35])=[O:34])=[CH:29][CH:28]=2)=[CH:21][CH:22]2[CH2:26][CH2:25][CH2:24][CH2:23]2)(=O)=O)C=CC=CC=1.[F-].C([N+](CCCC)(CCCC)CCCC)CCC.O1CCCC1. The catalyst is [Cl-].[Na+].O. The product is [CH:22]1([CH:21]=[C:20]([C:11]2[NH:10][C:14]3=[N:15][CH:16]=[C:17]([CH3:19])[CH:18]=[C:13]3[CH:12]=2)[C:27]2[CH:32]=[CH:31][C:30]([S:33]([CH3:36])(=[O:34])=[O:35])=[CH:29][CH:28]=2)[CH2:26][CH2:25][CH2:24][CH2:23]1. The yield is 0.840. (7) The reactants are [CH3:1][C:2]1([C:17]2[CH:18]=[C:19]([NH:23][S:24]([CH3:27])(=[O:26])=[O:25])[CH:20]=[CH:21][CH:22]=2)[CH:7]2[CH:3]1[CH2:4][N:5]([CH2:8][CH2:9][CH2:10][C:11]1[CH:16]=[CH:15][CH:14]=[CH:13][CH:12]=1)[CH2:6]2.[C:28]1([CH3:38])[CH:33]=[CH:32][C:31]([S:34]([OH:37])(=[O:36])=[O:35])=[CH:30][CH:29]=1. The catalyst is C(OCC)(=O)C. The product is [C:28]1([CH3:38])[CH:29]=[CH:30][C:31]([S:34]([OH:37])(=[O:35])=[O:36])=[CH:32][CH:33]=1.[CH3:1][C:2]1([C:17]2[CH:18]=[C:19]([NH:23][S:24]([CH3:27])(=[O:26])=[O:25])[CH:20]=[CH:21][CH:22]=2)[CH:7]2[CH:3]1[CH2:4][N:5]([CH2:8][CH2:9][CH2:10][C:11]1[CH:16]=[CH:15][CH:14]=[CH:13][CH:12]=1)[CH2:6]2. The yield is 0.950.